This data is from Full USPTO retrosynthesis dataset with 1.9M reactions from patents (1976-2016). The task is: Predict the reactants needed to synthesize the given product. (1) Given the product [F:1][C:2]([CH3:17])([CH3:16])[CH2:3][N:4]1[C:5]2[C:14]3[N:13]=[CH:12][CH:11]=[CH:10][C:9]=3[N:8]=[CH:7][C:6]=2[N:15]=[C:26]1[CH2:25][OH:27], predict the reactants needed to synthesize it. The reactants are: [F:1][C:2]([CH3:17])([CH3:16])[CH2:3][NH:4][C:5]1[C:14]2[C:9](=[CH:10][CH:11]=[CH:12][N:13]=2)[N:8]=[CH:7][C:6]=1[NH2:15].C(N(CC)CC)C.[C:25](OCC(Cl)=O)(=[O:27])[CH3:26].C([O-])([O-])=O.[K+].[K+]. (2) Given the product [F:17][C:14]1[CH:13]=[C:12]([CH:18]([CH3:19])[CH3:20])[C:11]2[C:10]([C:32]([C:23]3[CH:24]=[CH:25][C:26]4[C:31](=[CH:30][CH:29]=[CH:28][CH:27]=4)[CH:22]=3)=[O:33])=[C:9]3[C@@H:5]([CH2:4][C:3]([OH:2])=[O:21])[CH2:6][CH2:7][N:8]3[C:16]=2[CH:15]=1, predict the reactants needed to synthesize it. The reactants are: C[O:2][C:3](=[O:21])[CH2:4][C@@H:5]1[C:9]2=[CH:10][C:11]3[C:12]([CH:18]([CH3:20])[CH3:19])=[CH:13][C:14]([F:17])=[CH:15][C:16]=3[N:8]2[CH2:7][CH2:6]1.[CH:22]1[C:31]2[C:26](=[CH:27][CH:28]=[CH:29][CH:30]=2)[CH:25]=[CH:24][C:23]=1[C:32](Cl)=[O:33]. (3) Given the product [Cl:1][C:2]1[CH:7]=[CH:6][C:5]([F:8])=[CH:4][C:3]=1[N:9]1[CH2:13][CH:12]2[CH:11]([CH2:16][N:15]([C:17]3[CH:21]=[C:20]([C:22]4[N:24]=[N:25][NH:26][N:23]=4)[O:19][N:18]=3)[CH2:14]2)[CH2:10]1, predict the reactants needed to synthesize it. The reactants are: [Cl:1][C:2]1[CH:7]=[CH:6][C:5]([F:8])=[CH:4][C:3]=1[N:9]1[CH2:13][CH:12]2[CH2:14][N:15]([C:17]3[CH:21]=[C:20]([C:22]#[N:23])[O:19][N:18]=3)[CH2:16][CH:11]2[CH2:10]1.[N-:24]=[N+:25]=[N-:26].[Na+].[Cl-].[NH4+].Cl.